Dataset: Forward reaction prediction with 1.9M reactions from USPTO patents (1976-2016). Task: Predict the product of the given reaction. (1) Given the reactants FC(F)(F)S(O[C:7]1[C:11]2[C:12]([O:16][CH3:17])=[N:13][CH:14]=[CH:15][C:10]=2[N:9]([CH:18]2[CH2:22][CH2:21][CH2:20][CH2:19]2)[N:8]=1)(=O)=O.CC1(C)C(C)(C)OB([C:33]2[CH:34]=[C:35]([CH2:39][C:40]#[N:41])[CH:36]=[CH:37][CH:38]=2)O1.C(=O)([O-])[O-].[Na+].[Na+].O, predict the reaction product. The product is: [CH:18]1([N:9]2[C:10]3[CH:15]=[CH:14][N:13]=[C:12]([O:16][CH3:17])[C:11]=3[C:7]([C:33]3[CH:34]=[C:35]([CH2:39][C:40]#[N:41])[CH:36]=[CH:37][CH:38]=3)=[N:8]2)[CH2:22][CH2:21][CH2:20][CH2:19]1. (2) Given the reactants [C:1]([O:5][P:6]([O:39][C:40]([CH3:43])([CH3:42])[CH3:41])([O:8][CH:9]([CH3:38])COC(N1C2C(=CC=C(C(F)(F)F)C=2)[C@@](C2C=C(Cl)C=CC=2OC)(F)C1=O)=O)=[O:7])([CH3:4])([CH3:3])[CH3:2].FC(F)(F)[C:46](O)=[O:47], predict the reaction product. The product is: [OH:47][CH2:46][CH2:38][CH2:9][O:8][P:6](=[O:7])([O:5][C:1]([CH3:2])([CH3:3])[CH3:4])[O:39][C:40]([CH3:41])([CH3:42])[CH3:43]. (3) Given the reactants Cl[C:2]1[C:11]2[C:6](=[CH:7][CH:8]=[C:9]([C:12]([F:15])([F:14])[F:13])[CH:10]=2)[N:5]=[C:4]2[N:16]([C:20]3[CH:25]=[CH:24][CH:23]=[CH:22][N:21]=3)[N:17]=[C:18]([CH3:19])[C:3]=12.Cl.C([OH:29])C, predict the reaction product. The product is: [CH3:19][C:18]1[C:3]2[C:2](=[O:29])[C:11]3[C:6](=[CH:7][CH:8]=[C:9]([C:12]([F:15])([F:14])[F:13])[CH:10]=3)[NH:5][C:4]=2[N:16]([C:20]2[CH:25]=[CH:24][CH:23]=[CH:22][N:21]=2)[N:17]=1. (4) Given the reactants C[O:2][C:3]1[CH:8]=[CH:7][CH:6]=[CH:5][C:4]=1[CH:9]1[CH2:14][CH2:13][NH:12][CH2:11][CH2:10]1.[BrH:15], predict the reaction product. The product is: [BrH:15].[OH:2][C:3]1[CH:8]=[CH:7][CH:6]=[CH:5][C:4]=1[CH:9]1[CH2:10][CH2:11][NH:12][CH2:13][CH2:14]1. (5) Given the reactants [F:1][C:2]([F:25])([F:24])[C:3]1[CH:4]=[C:5]([C:9]2[CH:10]=[CH:11][C:12]([CH2:15]P(=O)(OCC)OCC)=[N:13][CH:14]=2)[CH:6]=[CH:7][CH:8]=1.[N:26]1([C:32]([N:34]2[CH2:39][CH:38]([C:40]3[CH:45]=[CH:44][CH:43]([C:46]([F:49])([F:48])[F:47])[CH2:42][CH:41]=3)[CH2:37][CH:36]([CH:50]=O)[CH2:35]2)=[O:33])[CH2:31][CH2:30][O:29][CH2:28][CH2:27]1, predict the reaction product. The product is: [N:26]1([C:32]([N:34]2[CH2:35][CH:36](/[CH:50]=[CH:15]/[C:12]3[CH:11]=[CH:10][C:9]([C:5]4[CH:6]=[CH:7][CH:8]=[C:3]([C:2]([F:1])([F:24])[F:25])[CH:4]=4)=[CH:14][N:13]=3)[CH2:37][CH:38]([C:40]3[CH:45]=[CH:44][C:43]([C:46]([F:49])([F:47])[F:48])=[CH:42][CH:41]=3)[CH2:39]2)=[O:33])[CH2:31][CH2:30][O:29][CH2:28][CH2:27]1. (6) Given the reactants FC(F)(F)C1C=C(NC(=O)NC2C=CC(C3SC(CCC(OC)=O)=NC=3)=CC=2)C=CC=1.[NH2:32][C:33]1[CH:38]=[CH:37][C:36]([C:39]2[S:43][C:42]([CH2:44][CH2:45][C:46]([CH3:52])([CH3:51])[C:47]([O:49][CH3:50])=[O:48])=[N:41][CH:40]=2)=[CH:35][CH:34]=1.[Cl:53][C:54]1[CH:59]=[CH:58][C:57]([N:60]=[C:61]=[O:62])=[C:56]([O:63][C:64]2[CH:69]=[CH:68][CH:67]=[CH:66][CH:65]=2)[CH:55]=1, predict the reaction product. The product is: [Cl:53][C:54]1[CH:59]=[CH:58][C:57]([NH:60][C:61](=[O:62])[NH:32][C:33]2[CH:34]=[CH:35][C:36]([C:39]3[S:43][C:42]([CH2:44][CH2:45][C:46]([CH3:52])([CH3:51])[C:47]([O:49][CH3:50])=[O:48])=[N:41][CH:40]=3)=[CH:37][CH:38]=2)=[C:56]([O:63][C:64]2[CH:65]=[CH:66][CH:67]=[CH:68][CH:69]=2)[CH:55]=1. (7) The product is: [C:9]([CH2:8][C:5]1[CH:6]=[CH:7][C:2]([O:1][C:23]([CH3:32])([CH3:31])[C:24]([O:26][C:27]([CH3:30])([CH3:29])[CH3:28])=[O:25])=[CH:3][CH:4]=1)#[N:10]. Given the reactants [OH:1][C:2]1[CH:7]=[CH:6][C:5]([CH2:8][C:9]#[N:10])=[CH:4][CH:3]=1.C(=O)([O-])[O-].[K+].[K+].CN(C)C=O.Br[C:23]([CH3:32])([CH3:31])[C:24]([O:26][C:27]([CH3:30])([CH3:29])[CH3:28])=[O:25], predict the reaction product. (8) Given the reactants Cl[C:2]1[CH:7]=[C:6]([C:8]#[N:9])[CH:5]=[C:4]([N:10]2[CH2:15][CH2:14][N:13]([CH:16]3[CH2:21][CH2:20][CH2:19][CH2:18][CH2:17]3)[CH2:12][CH2:11]2)[N:3]=1.[F:22][C:23]([F:34])([F:33])[C:24]1[CH:29]=[CH:28][C:27](B(O)O)=[CH:26][CH:25]=1.C(=O)([O-])[O-].[Cs+].[Cs+].CC(C1C=C(C(C)C)C(C2C=CC=CC=2P(C2CCCCC2)C2CCCCC2)=C(C(C)C)C=1)C, predict the reaction product. The product is: [CH:16]1([N:13]2[CH2:14][CH2:15][N:10]([C:4]3[CH:5]=[C:6]([C:8]#[N:9])[CH:7]=[C:2]([C:27]4[CH:28]=[CH:29][C:24]([C:23]([F:34])([F:33])[F:22])=[CH:25][CH:26]=4)[N:3]=3)[CH2:11][CH2:12]2)[CH2:21][CH2:20][CH2:19][CH2:18][CH2:17]1. (9) Given the reactants Br[C:2]1[O:3][C:4]([Br:23])=[C:5]([C:7]2[N:11]3[N:12]=[C:13]([CH3:21])[CH:14]=[C:15]([CH:16]([CH2:19][CH3:20])[CH2:17][CH3:18])[C:10]3=[N:9][C:8]=2[CH3:22])[N:6]=1.C(=O)([O-])[O-].[Cs+].[Cs+].[CH3:30][NH:31][CH3:32].C1COCC1, predict the reaction product. The product is: [Br:23][C:4]1[O:3][C:2]([N:31]([CH3:32])[CH3:30])=[N:6][C:5]=1[C:7]1[N:11]2[N:12]=[C:13]([CH3:21])[CH:14]=[C:15]([CH:16]([CH2:19][CH3:20])[CH2:17][CH3:18])[C:10]2=[N:9][C:8]=1[CH3:22]. (10) Given the reactants Cl.[F:2][C:3]1[C:8]([NH:9][C:10]2[C:15]([C:16]3[N:24]=[CH:23][N:22]=[C:21]4[C:17]=3[N:18]=[CH:19][N:20]4C3CCCCO3)=[CH:14][CH:13]=[CH:12][N:11]=2)=[C:7]([F:31])[CH:6]=[CH:5][C:4]=1[NH:32][S:33]([C:36]1[CH:37]=[CH:38][CH:39]=[C:40]2[C:45]=1[O:44][CH2:43][CH2:42][CH2:41]2)(=[O:35])=[O:34], predict the reaction product. The product is: [N:24]1[C:16]([C:15]2[C:10]([NH:9][C:8]3[C:3]([F:2])=[C:4]([NH:32][S:33]([C:36]4[CH:37]=[CH:38][CH:39]=[C:40]5[C:45]=4[O:44][CH2:43][CH2:42][CH2:41]5)(=[O:34])=[O:35])[CH:5]=[CH:6][C:7]=3[F:31])=[N:11][CH:12]=[CH:13][CH:14]=2)=[C:17]2[C:21]([NH:20][CH:19]=[N:18]2)=[N:22][CH:23]=1.